Dataset: NCI-60 drug combinations with 297,098 pairs across 59 cell lines. Task: Regression. Given two drug SMILES strings and cell line genomic features, predict the synergy score measuring deviation from expected non-interaction effect. (1) Drug 1: CC1=CC=C(C=C1)C2=CC(=NN2C3=CC=C(C=C3)S(=O)(=O)N)C(F)(F)F. Drug 2: CCC1(CC2CC(C3=C(CCN(C2)C1)C4=CC=CC=C4N3)(C5=C(C=C6C(=C5)C78CCN9C7C(C=CC9)(C(C(C8N6C)(C(=O)OC)O)OC(=O)C)CC)OC)C(=O)OC)O.OS(=O)(=O)O. Cell line: HCC-2998. Synergy scores: CSS=-2.18, Synergy_ZIP=0.288, Synergy_Bliss=-0.836, Synergy_Loewe=-5.56, Synergy_HSA=-5.09. (2) Drug 1: CC1=C2C(C(=O)C3(C(CC4C(C3C(C(C2(C)C)(CC1OC(=O)C(C(C5=CC=CC=C5)NC(=O)C6=CC=CC=C6)O)O)OC(=O)C7=CC=CC=C7)(CO4)OC(=O)C)O)C)OC(=O)C. Drug 2: C1=CN(C=N1)CC(O)(P(=O)(O)O)P(=O)(O)O. Cell line: SF-295. Synergy scores: CSS=14.9, Synergy_ZIP=-4.42, Synergy_Bliss=-0.258, Synergy_Loewe=-4.11, Synergy_HSA=0.583. (3) Drug 1: CN(C)C1=NC(=NC(=N1)N(C)C)N(C)C. Drug 2: C1=NNC2=C1C(=O)NC=N2. Cell line: NCI-H322M. Synergy scores: CSS=-7.38, Synergy_ZIP=2.47, Synergy_Bliss=-2.51, Synergy_Loewe=-4.55, Synergy_HSA=-5.60. (4) Synergy scores: CSS=57.1, Synergy_ZIP=5.79, Synergy_Bliss=12.4, Synergy_Loewe=19.0, Synergy_HSA=19.9. Drug 1: COC1=CC(=CC(=C1O)OC)C2C3C(COC3=O)C(C4=CC5=C(C=C24)OCO5)OC6C(C(C7C(O6)COC(O7)C8=CC=CS8)O)O. Drug 2: CC1C(C(CC(O1)OC2CC(CC3=C2C(=C4C(=C3O)C(=O)C5=C(C4=O)C(=CC=C5)OC)O)(C(=O)C)O)N)O.Cl. Cell line: KM12. (5) Drug 1: C1CNP(=O)(OC1)N(CCCl)CCCl. Drug 2: CC(C)CN1C=NC2=C1C3=CC=CC=C3N=C2N. Cell line: HS 578T. Synergy scores: CSS=0.972, Synergy_ZIP=-0.240, Synergy_Bliss=0.855, Synergy_Loewe=1.44, Synergy_HSA=0.876. (6) Synergy scores: CSS=17.5, Synergy_ZIP=-1.80, Synergy_Bliss=3.66, Synergy_Loewe=2.50, Synergy_HSA=2.10. Drug 2: C1=NNC2=C1C(=O)NC=N2. Cell line: NCIH23. Drug 1: C1CCN(CC1)CCOC2=CC=C(C=C2)C(=O)C3=C(SC4=C3C=CC(=C4)O)C5=CC=C(C=C5)O. (7) Drug 1: C1=C(C(=O)NC(=O)N1)N(CCCl)CCCl. Drug 2: C(CN)CNCCSP(=O)(O)O. Cell line: UO-31. Synergy scores: CSS=4.64, Synergy_ZIP=-5.02, Synergy_Bliss=-1.43, Synergy_Loewe=-5.74, Synergy_HSA=-0.912. (8) Drug 1: C1CCN(CC1)CCOC2=CC=C(C=C2)C(=O)C3=C(SC4=C3C=CC(=C4)O)C5=CC=C(C=C5)O. Drug 2: COC1=C2C(=CC3=C1OC=C3)C=CC(=O)O2. Cell line: CCRF-CEM. Synergy scores: CSS=-7.79, Synergy_ZIP=5.78, Synergy_Bliss=3.11, Synergy_Loewe=-3.18, Synergy_HSA=-5.57. (9) Drug 1: CCC1(CC2CC(C3=C(CCN(C2)C1)C4=CC=CC=C4N3)(C5=C(C=C6C(=C5)C78CCN9C7C(C=CC9)(C(C(C8N6C)(C(=O)OC)O)OC(=O)C)CC)OC)C(=O)OC)O.OS(=O)(=O)O. Drug 2: C1C(C(OC1N2C=NC(=NC2=O)N)CO)O. Cell line: U251. Synergy scores: CSS=1.76, Synergy_ZIP=0.209, Synergy_Bliss=2.37, Synergy_Loewe=-0.267, Synergy_HSA=0.433. (10) Drug 1: C1=CC(=CC=C1CC(C(=O)O)N)N(CCCl)CCCl.Cl. Drug 2: CS(=O)(=O)CCNCC1=CC=C(O1)C2=CC3=C(C=C2)N=CN=C3NC4=CC(=C(C=C4)OCC5=CC(=CC=C5)F)Cl. Cell line: MDA-MB-231. Synergy scores: CSS=15.5, Synergy_ZIP=-1.49, Synergy_Bliss=3.49, Synergy_Loewe=-4.66, Synergy_HSA=0.0898.